From a dataset of NCI-60 drug combinations with 297,098 pairs across 59 cell lines. Regression. Given two drug SMILES strings and cell line genomic features, predict the synergy score measuring deviation from expected non-interaction effect. (1) Drug 1: CS(=O)(=O)C1=CC(=C(C=C1)C(=O)NC2=CC(=C(C=C2)Cl)C3=CC=CC=N3)Cl. Drug 2: C1=NC2=C(N=C(N=C2N1C3C(C(C(O3)CO)O)F)Cl)N. Cell line: SNB-75. Synergy scores: CSS=1.80, Synergy_ZIP=-0.270, Synergy_Bliss=1.72, Synergy_Loewe=-1.08, Synergy_HSA=-0.407. (2) Drug 1: CC12CCC(CC1=CCC3C2CCC4(C3CC=C4C5=CN=CC=C5)C)O. Drug 2: CCCS(=O)(=O)NC1=C(C(=C(C=C1)F)C(=O)C2=CNC3=C2C=C(C=N3)C4=CC=C(C=C4)Cl)F. Cell line: A549. Synergy scores: CSS=8.78, Synergy_ZIP=3.48, Synergy_Bliss=3.35, Synergy_Loewe=4.05, Synergy_HSA=3.42. (3) Drug 1: CC(CN1CC(=O)NC(=O)C1)N2CC(=O)NC(=O)C2. Drug 2: C(=O)(N)NO. Cell line: NCI/ADR-RES. Synergy scores: CSS=11.7, Synergy_ZIP=2.56, Synergy_Bliss=3.73, Synergy_Loewe=2.01, Synergy_HSA=3.92. (4) Drug 2: CC1OCC2C(O1)C(C(C(O2)OC3C4COC(=O)C4C(C5=CC6=C(C=C35)OCO6)C7=CC(=C(C(=C7)OC)O)OC)O)O. Cell line: SK-MEL-5. Synergy scores: CSS=55.2, Synergy_ZIP=7.00, Synergy_Bliss=10.7, Synergy_Loewe=9.22, Synergy_HSA=13.6. Drug 1: COC1=C(C=C2C(=C1)N=CN=C2NC3=CC(=C(C=C3)F)Cl)OCCCN4CCOCC4. (5) Drug 1: C1CCC(C1)C(CC#N)N2C=C(C=N2)C3=C4C=CNC4=NC=N3. Drug 2: CS(=O)(=O)C1=CC(=C(C=C1)C(=O)NC2=CC(=C(C=C2)Cl)C3=CC=CC=N3)Cl. Cell line: NCIH23. Synergy scores: CSS=14.0, Synergy_ZIP=-1.91, Synergy_Bliss=0.0743, Synergy_Loewe=-0.598, Synergy_HSA=-0.533.